From a dataset of Peptide-MHC class II binding affinity with 134,281 pairs from IEDB. Regression. Given a peptide amino acid sequence and an MHC pseudo amino acid sequence, predict their binding affinity value. This is MHC class II binding data. (1) The peptide sequence is LETVAIDRPAEARKV. The MHC is DRB1_0802 with pseudo-sequence DRB1_0802. The binding affinity (normalized) is 0.590. (2) The peptide sequence is EGKPTEKHIQIRSTN. The MHC is HLA-DQA10301-DQB10302 with pseudo-sequence HLA-DQA10301-DQB10302. The binding affinity (normalized) is 0.132.